This data is from Forward reaction prediction with 1.9M reactions from USPTO patents (1976-2016). The task is: Predict the product of the given reaction. (1) Given the reactants [CH3:1][O:2][C:3]1[CH:12]=[C:11]([O:13][CH3:14])[CH:10]=[C:9]2[C:4]=1[C:5](O)=[CH:6][CH:7]=[N:8]2.CCN(C(C)C)C(C)C.O=P(Cl)(Cl)[Cl:27], predict the reaction product. The product is: [Cl:27][C:5]1[C:4]2[C:9](=[CH:10][C:11]([O:13][CH3:14])=[CH:12][C:3]=2[O:2][CH3:1])[N:8]=[CH:7][CH:6]=1. (2) Given the reactants [S:1]1[C:5]2[CH:6]=[CH:7][CH:8]=[CH:9][C:4]=2[N:3]=[C:2]1[O:10][C:11]1[CH:24]=[CH:23][C:14]([CH2:15][N:16]2[CH2:21][CH2:20][CH:19]([NH2:22])[CH2:18][CH2:17]2)=[CH:13][CH:12]=1.C(OC(=O)NC1CCN(CC2C=CC(OC3SC4C=CC=CC=4N=3)=CC=2)CC1)(C)(C)C.Cl.[O:57]1CC[O:60][CH2:59][CH2:58]1, predict the reaction product. The product is: [S:1]1[C:5]2[CH:6]=[CH:7][CH:8]=[CH:9][C:4]=2[N:3]=[C:2]1[O:10][C:11]1[CH:24]=[CH:23][C:14]([CH2:15][N:16]2[CH2:17][CH2:18][CH:19]([NH:22][C:58](=[O:57])[CH2:59][OH:60])[CH2:20][CH2:21]2)=[CH:13][CH:12]=1. (3) Given the reactants [C:1]([O:5][C:6]([N:8]1[C:16]2[C:11](=[CH:12][CH:13]=[CH:14][CH:15]=2)[CH:10]=[C:9]1[C:17]1[C:18](=[O:33])[N:19]([CH2:25][O:26][CH2:27][CH2:28][Si:29]([CH3:32])([CH3:31])[CH3:30])[C:20]([CH3:24])=[C:21]([NH2:23])[CH:22]=1)=[O:7])([CH3:4])([CH3:3])[CH3:2].[F:34][C:35]1[CH:36]=[C:37]([CH:47]=[CH:48][CH:49]=1)[CH2:38][N:39]1[CH:43]=[C:42]([C:44](O)=[O:45])[CH:41]=[N:40]1.FC1C=CC(CN2C=C(C(O)=O)C=N2)=CC=1, predict the reaction product. The product is: [C:1]([O:5][C:6]([N:8]1[C:16]2[C:11](=[CH:12][CH:13]=[CH:14][CH:15]=2)[CH:10]=[C:9]1[C:17]1[C:18](=[O:33])[N:19]([CH2:25][O:26][CH2:27][CH2:28][Si:29]([CH3:30])([CH3:32])[CH3:31])[C:20]([CH3:24])=[C:21]([NH:23][C:44]([C:42]2[CH:41]=[N:40][N:39]([CH2:38][C:37]3[CH:47]=[CH:48][CH:49]=[C:35]([F:34])[CH:36]=3)[CH:43]=2)=[O:45])[CH:22]=1)=[O:7])([CH3:4])([CH3:3])[CH3:2]. (4) Given the reactants [CH:1]1[C:18]2[C:17]3[C:16]4[CH:15]=[CH:14][CH:13]=[CH:12][C:11]=4[CH:10]=[CH:9][C:8]=3[CH:7]=[C:6](B(O)O)[C:5]=2[CH:4]=[CH:3][CH:2]=1.Br[C:23]1[CH:36]=[CH:35][C:34]2[C:25](=[CH:26][C:27]3[C:32]([CH:33]=2)=[CH:31][CH:30]=[CH:29][CH:28]=3)[CH:24]=1.C(=O)([O-])[O-].[Na+].[Na+], predict the reaction product. The product is: [CH:24]1[C:25]2[C:34](=[CH:33][C:32]3[C:27]([CH:26]=2)=[CH:28][CH:29]=[CH:30][CH:31]=3)[CH:35]=[CH:36][C:23]=1[C:10]1[C:11]2[CH:12]=[CH:13][CH:14]=[CH:15][C:16]=2[C:17]2[C:18]3[CH:1]=[CH:2][CH:3]=[CH:4][C:5]=3[CH:6]=[CH:7][C:8]=2[CH:9]=1.